Task: Predict the reactants needed to synthesize the given product.. Dataset: Retrosynthesis with 50K atom-mapped reactions and 10 reaction types from USPTO (1) Given the product CC(C)(C)OC(=O)N1CCN(C(=O)CN2C(=O)c3cccc(N)c3C2=O)CC1, predict the reactants needed to synthesize it. The reactants are: CC(C)(C)OC(=O)N1CCNCC1.Nc1cccc2c1C(=O)N(CC(=O)O)C2=O. (2) Given the product O=C(Cc1ccc(O)cc1)N(CCc1cccc(OCc2ccccc2)c1)c1ccc(Cl)c(Cl)c1, predict the reactants needed to synthesize it. The reactants are: Clc1ccc(NCCc2cccc(OCc3ccccc3)c2)cc1Cl.O=C(O)Cc1ccc(O)cc1. (3) Given the product COc1cc(N)c(Cl)cc1C(=O)NCC1CNCCO1, predict the reactants needed to synthesize it. The reactants are: COc1cc(N)c(Cl)cc1C(=O)NCC1CN(Cc2ccccc2)CCO1.